Dataset: Full USPTO retrosynthesis dataset with 1.9M reactions from patents (1976-2016). Task: Predict the reactants needed to synthesize the given product. The reactants are: C(O[C:6]([N:8]1[CH2:13][CH2:12][NH:11][CH2:10][CH2:9]1)=O)(C)(C)C.ClC[C:16](Cl)=[O:17].[C:19]([CH2:21][NH:22][CH3:23])#[N:20]. Given the product [C:19]([CH2:21][N:22]([CH3:23])[C:16](=[O:17])[CH2:6][N:8]1[CH2:9][CH2:10][NH:11][CH2:12][CH2:13]1)#[N:20], predict the reactants needed to synthesize it.